This data is from Reaction yield outcomes from USPTO patents with 853,638 reactions. The task is: Predict the reaction yield, written as a fraction of the theoretical maximum amount of product (1.0 means a 100% yield; for example, 0.34 means a 34% yield). (1) The reactants are [C:9](O[C:9]([O:11][C:12]([CH3:15])([CH3:14])[CH3:13])=[O:10])([O:11][C:12]([CH3:15])([CH3:14])[CH3:13])=[O:10].[C:16]1([C:22]([C:30]2[CH:35]=[CH:34][CH:33]=[CH:32][CH:31]=2)([CH:24]2[CH2:29][CH2:28][NH:27][CH2:26][CH2:25]2)[OH:23])[CH:21]=[CH:20][CH:19]=[CH:18][CH:17]=1.C(N(CC)CC)C. The catalyst is ClCCl. The product is [OH:23][C:22]([C:30]1[CH:35]=[CH:34][CH:33]=[CH:32][CH:31]=1)([C:16]1[CH:17]=[CH:18][CH:19]=[CH:20][CH:21]=1)[CH:24]1[CH2:29][CH2:28][N:27]([C:9]([O:11][C:12]([CH3:13])([CH3:14])[CH3:15])=[O:10])[CH2:26][CH2:25]1. The yield is 1.05. (2) The yield is 0.290. The product is [CH2:20]([O:22][C:23]([C:25]1[C:29]([C:30]([F:32])([F:33])[F:31])=[N:28][N:27]([CH:1]2[CH2:3][CH2:2]2)[CH:26]=1)=[O:24])[CH3:21]. The catalyst is C1COCC1.C([O-])(=O)C.[Cu+2].C([O-])(=O)C. The reactants are [CH:1]1(B(O)O)[CH2:3][CH2:2]1.N1C=CC=CC=1.C(N(CC)CC)C.[CH2:20]([O:22][C:23]([C:25]1[CH:26]=[N:27][NH:28][C:29]=1[C:30]([F:33])([F:32])[F:31])=[O:24])[CH3:21]. (3) The reactants are Cl.O.[O:3]=[C:4]1[CH2:9][CH2:8][NH:7][CH2:6][CH2:5]1.C(N(C(C)C)C(C)C)C.Cl[CH2:20][C:21]1[CH:46]=[CH:45][C:24]([C:25]([NH:27][C:28]2[CH:29]=[CH:30][C:31]([O:34][C:35](=[O:44])[N:36]([CH3:43])[C:37]3[CH:42]=[CH:41][CH:40]=[CH:39][CH:38]=3)=[N:32][CH:33]=2)=[O:26])=[CH:23][CH:22]=1. No catalyst specified. The product is [O:3]=[C:4]1[CH2:9][CH2:8][N:7]([CH2:20][C:21]2[CH:22]=[CH:23][C:24]([C:25]([NH:27][C:28]3[CH:29]=[CH:30][C:31]([O:34][C:35](=[O:44])[N:36]([CH3:43])[C:37]4[CH:42]=[CH:41][CH:40]=[CH:39][CH:38]=4)=[N:32][CH:33]=3)=[O:26])=[CH:45][CH:46]=2)[CH2:6][CH2:5]1. The yield is 0.780.